The task is: Predict the reactants needed to synthesize the given product.. This data is from Full USPTO retrosynthesis dataset with 1.9M reactions from patents (1976-2016). (1) Given the product [Br:1][C:2]1[CH:7]=[C:6]([N+:8]([O-:10])=[O:9])[CH:5]=[CH:4][C:3]=1[C:11]([OH:12])=[O:18], predict the reactants needed to synthesize it. The reactants are: [Br:1][C:2]1[CH:7]=[C:6]([N+:8]([O-:10])=[O:9])[CH:5]=[CH:4][C:3]=1[CH3:11].[O-:12][Mn](=O)(=O)=O.[K+].[OH2:18]. (2) Given the product [C:4]([CH2:6][N:7]1[CH2:11][C@@H:10]([C:12]2[CH:17]=[CH:16][CH:15]=[CH:14][CH:13]=2)[CH2:9][C:8]1=[O:18])(=[O:3])[NH2:19], predict the reactants needed to synthesize it. The reactants are: C([O:3][C:4]([CH2:6][N:7]1[CH2:11][C@@H:10]([C:12]2[CH:17]=[CH:16][CH:15]=[CH:14][CH:13]=2)[CH2:9][C:8]1=[O:18])=O)C.[NH3:19]. (3) Given the product [CH2:17]([NH:20][C:1](=[O:15])[CH2:2][CH2:3][CH2:4][CH2:5][CH2:6][CH2:7][CH2:8][CH2:9][CH2:10][CH2:11][CH2:12][CH2:13][CH2:14][CH2:1][CH2:2][CH2:3][CH3:4])[C:18]#[CH:19], predict the reactants needed to synthesize it. The reactants are: [C:1](Cl)(=[O:15])[CH2:2][CH2:3][CH2:4][CH2:5][CH2:6][CH2:7][CH2:8][CH2:9][CH2:10][CH2:11][CH2:12][CH2:13][CH3:14].[CH2:17]([NH2:20])[C:18]#[CH:19]. (4) Given the product [Cl:1][C:2]1[C:3]([C:9]#[N:10])=[CH:4][N:5]=[CH:6][C:7]=1[Cl:8], predict the reactants needed to synthesize it. The reactants are: [Cl:1][C:2]1[C:7]([Cl:8])=[CH:6][N:5]=[CH:4][C:3]=1[CH:9]=[N:10]O.C(C1NC=CN=1)(C1NC=CN=1)=O. (5) Given the product [Cl:20][C:21]1[C:29]([N+:30]([O-:32])=[O:31])=[CH:28][CH:27]=[CH:26][C:22]=1[C:23]([NH:4][C:3]1[C:2]([I:1])=[CH:8][C:7]([C:9]([F:18])([C:10]([F:13])([F:12])[F:11])[C:14]([F:15])([F:16])[F:17])=[CH:6][C:5]=1[I:19])=[O:24], predict the reactants needed to synthesize it. The reactants are: [I:1][C:2]1[CH:8]=[C:7]([C:9]([F:18])([C:14]([F:17])([F:16])[F:15])[C:10]([F:13])([F:12])[F:11])[CH:6]=[C:5]([I:19])[C:3]=1[NH2:4].[Cl:20][C:21]1[C:29]([N+:30]([O-:32])=[O:31])=[CH:28][CH:27]=[CH:26][C:22]=1[C:23](Cl)=[O:24].O.